The task is: Predict the reactants needed to synthesize the given product.. This data is from Full USPTO retrosynthesis dataset with 1.9M reactions from patents (1976-2016). (1) Given the product [N+:16]([C:19]1[CH:24]=[CH:23][CH:22]=[CH:21][C:20]=1[S:25]([NH:13][C:8]1[CH:9]=[CH:10][CH:11]=[C:12]2[C:7]=1[N:6]=[CH:5][CH:4]=[C:3]2[C:2]([F:1])([F:14])[F:15])(=[O:27])=[O:26])([O-:18])=[O:17], predict the reactants needed to synthesize it. The reactants are: [F:1][C:2]([F:15])([F:14])[C:3]1[C:12]2[C:7](=[C:8]([NH2:13])[CH:9]=[CH:10][CH:11]=2)[N:6]=[CH:5][CH:4]=1.[N+:16]([C:19]1[CH:24]=[CH:23][CH:22]=[CH:21][C:20]=1[S:25](Cl)(=[O:27])=[O:26])([O-:18])=[O:17].N1C=CC=CC=1. (2) Given the product [Br:12][CH2:8][C:6]1[CH:5]=[CH:4][N:3]=[C:2]([CH3:1])[CH:7]=1, predict the reactants needed to synthesize it. The reactants are: [CH3:1][C:2]1[CH:7]=[C:6]([CH2:8]O)[CH:5]=[CH:4][N:3]=1.S(Br)([Br:12])=O. (3) The reactants are: [OH:1][C:2]1[C:11]2[C:6](=[CH:7][CH:8]=[CH:9][CH:10]=2)[O:5][C:4](=[O:12])[C:3]=1[CH2:13][C:14]1[CH:22]=[CH:21][CH:20]=[CH:19][C:15]=1[C:16]([OH:18])=[O:17].C(=O)(O)[O-].[Na+].[Cl:28][CH2:29]OS(Cl)(=O)=O. Given the product [Cl:28][CH2:29][O:17][C:16](=[O:18])[C:15]1[CH:19]=[CH:20][CH:21]=[CH:22][C:14]=1[CH2:13][C:3]1[C:4](=[O:12])[O:5][C:6]2[C:11]([C:2]=1[OH:1])=[CH:10][CH:9]=[CH:8][CH:7]=2, predict the reactants needed to synthesize it. (4) Given the product [Cl:1][C:2]1[CH:3]=[C:4]2[C:5]([C:17]([OH:18])=[C:11]([C:12]([O:14][CH2:15][CH3:16])=[O:13])[C:9](=[O:10])[C:8]2([CH3:22])[CH3:23])=[CH:6][CH:7]=1, predict the reactants needed to synthesize it. The reactants are: [Cl:1][C:2]1[CH:3]=[C:4]([C:8]([CH3:23])([CH3:22])[C:9]([CH:11]([C:17](OCC)=[O:18])[C:12]([O:14][CH2:15][CH3:16])=[O:13])=[O:10])[CH:5]=[CH:6][CH:7]=1.OS(O)(=O)=O. (5) Given the product [F:1][C:2]([F:22])([F:21])[C:3]1[CH:8]=[CH:7][C:6]([CH:9]2[C:18]3[NH:24][C:16](=[O:17])[NH:15][C:14](=[O:20])[C:13]=3[CH2:12][O:11][CH2:10]2)=[CH:5][CH:4]=1, predict the reactants needed to synthesize it. The reactants are: [F:1][C:2]([F:22])([F:21])[C:3]1[CH:8]=[CH:7][C:6]([CH:9]2[C:18]3[O:17][C:16](=O)[NH:15][C:14](=[O:20])[C:13]=3[CH2:12][O:11][CH2:10]2)=[CH:5][CH:4]=1.[OH-].[NH4+:24]. (6) The reactants are: [C:1]([C:5]1[CH:10]=[CH:9][C:8]([C:11]2[NH:12][C:13](=[O:22])[C:14]3[N:15]([N:17]=[C:18](C=O)[CH:19]=3)[CH:16]=2)=[CH:7][CH:6]=1)([CH3:4])([CH3:3])[CH3:2].C1(P(C2C=CC=CC=2)CCCP(C2C=CC=CC=2)C2C=CC=CC=2)C=CC=CC=1. Given the product [C:1]([C:5]1[CH:6]=[CH:7][C:8]([C:11]2[NH:12][C:13](=[O:22])[C:14]3[N:15]([N:17]=[CH:18][CH:19]=3)[CH:16]=2)=[CH:9][CH:10]=1)([CH3:4])([CH3:2])[CH3:3], predict the reactants needed to synthesize it.